This data is from Catalyst prediction with 721,799 reactions and 888 catalyst types from USPTO. The task is: Predict which catalyst facilitates the given reaction. (1) Reactant: [CH2:1]([NH:8][C:9]([C:11]1[S:15][C:14]([N:16]2[CH:20]=[C:19]([C:21]([O:23]CC)=[O:22])[N:18]=[N:17]2)=[N:13][C:12]=1[CH3:26])=[O:10])[C:2]1[CH:7]=[CH:6][CH:5]=[CH:4][CH:3]=1.O1CCCC1.[OH-].[Li+].Cl. Product: [CH2:1]([NH:8][C:9]([C:11]1[S:15][C:14]([N:16]2[CH:20]=[C:19]([C:21]([OH:23])=[O:22])[N:18]=[N:17]2)=[N:13][C:12]=1[CH3:26])=[O:10])[C:2]1[CH:3]=[CH:4][CH:5]=[CH:6][CH:7]=1. The catalyst class is: 6. (2) Product: [Cl:21][CH:32]([C:29]1[CH:28]=[CH:27][C:26]([F:25])=[CH:31][N:30]=1)[CH3:33]. Reactant: C1(P(C2C=CC=CC=2)C2C=CC=CC=2)C=CC=CC=1.C(Cl)(Cl)(Cl)[Cl:21].[F:25][C:26]1[CH:27]=[CH:28][C:29]([CH:32](O)[CH3:33])=[N:30][CH:31]=1.CCCCC. The catalyst class is: 2. (3) Reactant: Cl.[CH3:2][O:3][C:4](=[O:18])[C:5]1[C:10]([OH:11])=[CH:9][CH:8]=[CH:7][C:6]=1[O:12][CH2:13][CH2:14][CH2:15][CH2:16][NH2:17].C([O:23][C:24]([NH:26][C@@H:27]([CH2:31][C:32]1[CH:37]=[CH:36][C:35]([C:38]2[S:42](=[O:44])(=[O:43])[N:41](C(C)(C)C)[C:40](=[O:49])[CH:39]=2)=[CH:34][CH:33]=1)[C:28](O)=[O:29])=O)(C)(C)C.[CH2:50](Cl)CCl.C1C=CC2N(O)N=NC=2C=1.CCN(C(C)C)C(C)C. Product: [CH3:2][O:3][C:4](=[O:18])[C:5]1[C:10]([OH:11])=[CH:9][CH:8]=[CH:7][C:6]=1[O:12][CH2:13][CH2:14][CH2:15][CH2:16][NH:17][C:28](=[O:29])[C@@H:27]([NH:26][C:24](=[O:23])[CH3:50])[CH2:31][C:32]1[CH:37]=[CH:36][C:35]([C:38]2[S:42](=[O:44])(=[O:43])[NH:41][C:40](=[O:49])[CH:39]=2)=[CH:34][CH:33]=1. The catalyst class is: 2. (4) Reactant: [Cl:1][C:2]1[CH:7]=[CH:6][C:5]([CH3:8])=[CH:4][C:3]=1[NH:9][C:10]([CH2:12][CH:13]([C:22]1[C:26]([CH:27]2[CH2:29][CH2:28]2)=[C:25]([CH:30]2[CH2:33][CH:32]([CH2:34][CH:35]([CH3:37])[CH3:36])[CH2:31]2)[O:24][N:23]=1)[CH2:14][C:15]([O:17]C(C)(C)C)=[O:16])=[O:11].C1(C)C=CC=CC=1.FC(F)(F)C(O)=O.[OH-].[Na+]. Product: [Cl:1][C:2]1[CH:7]=[CH:6][C:5]([CH3:8])=[CH:4][C:3]=1[NH:9][C:10]([CH2:12][CH:13]([C:22]1[C:26]([CH:27]2[CH2:28][CH2:29]2)=[C:25]([CH:30]2[CH2:31][CH:32]([CH2:34][CH:35]([CH3:37])[CH3:36])[CH2:33]2)[O:24][N:23]=1)[CH2:14][C:15]([OH:17])=[O:16])=[O:11]. The catalyst class is: 6. (5) Reactant: [Cl:1][C:2]1[CH:3]=[C:4]([CH:26]=[CH:27][C:28]=1[O:29][CH3:30])[CH2:5][NH:6][C:7]1[C:12]([C:13]([NH:15][CH2:16][C:17]2[N:22]=[CH:21][CH:20]=[CH:19][N:18]=2)=[O:14])=[CH:11][N:10]=[C:9](S(C)=O)[N:8]=1.C[N:32]1[CH2:35][C:34]2([CH2:40][CH2:39][NH:38][CH2:37][CH2:36]2)[CH2:33]1.[CH3:41]N(C(ON1N=NC2C=CC=NC1=2)=[N+](C)C)C.F[P-](F)(F)(F)(F)F.C(N(CC)CC)C. Product: [Cl:1][C:2]1[CH:3]=[C:4]([CH:26]=[CH:27][C:28]=1[O:29][CH3:30])[CH2:5][NH:6][C:7]1[C:12]([C:13]([NH:15][CH2:16][C:17]2[N:22]=[CH:21][CH:20]=[CH:19][N:18]=2)=[O:14])=[CH:11][N:10]=[C:9]([N:32]2[CH2:33][C:34]3([CH2:36][CH2:37][N:38]([CH3:41])[CH2:39][CH2:40]3)[CH2:35]2)[N:8]=1. The catalyst class is: 677. (6) Reactant: [I:1][C:2]1[C:10]2[C:5](=[N:6][CH:7]=[N:8][C:9]=2[NH2:11])[NH:4][N:3]=1.CS(C)=O.[O:16]1[CH:18]2[CH2:19][CH:20]=[CH:21][CH:17]12. Product: [NH2:11][C:9]1[N:8]=[CH:7][N:6]=[C:5]2[N:4]([CH:20]3[CH2:21][CH:17]([OH:16])[CH:18]=[CH:19]3)[N:3]=[C:2]([I:1])[C:10]=12. The catalyst class is: 602. (7) Reactant: [CH3:1][C:2]1[CH:7]=[C:6]([O:8][CH2:9][C:10]2[CH:11]=[N:12][CH:13]=[CH:14][CH:15]=2)[CH:5]=[CH:4][C:3]=1[NH:16][C:17]1[O:18][CH2:19][C:20](=[O:27])[C:21]=1[C:22]([O:24][CH2:25][CH3:26])=[O:23].[NH:28]1[C:36]2[C:31](=[CH:32][CH:33]=[CH:34][N:35]=2)[C:30]([CH:37]=O)=[CH:29]1.N1CCC[C@H]1C(O)=O. Product: [NH:28]1[C:36]2=[N:35][CH:34]=[CH:33][CH:32]=[C:31]2[C:30]([CH:37]=[C:19]2[O:18][C:17]([NH:16][C:3]3[CH:4]=[CH:5][C:6]([O:8][CH2:9][C:10]4[CH:11]=[N:12][CH:13]=[CH:14][CH:15]=4)=[CH:7][C:2]=3[CH3:1])=[C:21]([C:22]([O:24][CH2:25][CH3:26])=[O:23])[C:20]2=[O:27])=[CH:29]1. The catalyst class is: 8. (8) Reactant: [C:1]([C:5]1[N:10]=[C:9]([N:11]2[CH2:16][CH2:15][N:14]([CH2:17][CH2:18][CH2:19]Cl)[CH2:13][CH2:12]2)[CH:8]=[C:7]([CH:21]2[CH2:24][CH2:23][CH2:22]2)[N:6]=1)([CH3:4])([CH3:3])[CH3:2].[CH3:25][N:26]1[C:30]([C:31]([F:34])([F:33])[F:32])=[N:29][N:28]=[C:27]1[SH:35].[I-].[K+].O. Product: [C:1]([C:5]1[N:10]=[C:9]([N:11]2[CH2:16][CH2:15][N:14]([CH2:17][CH2:18][CH2:19][S:35][C:27]3[N:26]([CH3:25])[C:30]([C:31]([F:33])([F:32])[F:34])=[N:29][N:28]=3)[CH2:13][CH2:12]2)[CH:8]=[C:7]([CH:21]2[CH2:24][CH2:23][CH2:22]2)[N:6]=1)([CH3:4])([CH3:3])[CH3:2]. The catalyst class is: 42. (9) Reactant: [C:1]1([CH2:7][CH2:8][CH:9]([OH:24])[CH2:10][CH:11]=[CH:12][CH2:13][Si:14]([CH:21]([CH3:23])[CH3:22])([CH:18]([CH3:20])[CH3:19])[CH:15]([CH3:17])[CH3:16])[CH:6]=[CH:5][CH:4]=[CH:3][CH:2]=1.[B-](F)(F)(F)[F:26].[B-](F)(F)(F)F.C1[N+]2(CCl)CC[N+](F)(CC2)C1.CCCCCC.CCOCC. Product: [F:26][CH:11]1[CH2:10][CH:9]([CH2:8][CH2:7][C:1]2[CH:6]=[CH:5][CH:4]=[CH:3][CH:2]=2)[O:24][CH:12]1[CH2:13][Si:14]([CH:21]([CH3:23])[CH3:22])([CH:15]([CH3:16])[CH3:17])[CH:18]([CH3:20])[CH3:19]. The catalyst class is: 10. (10) Reactant: Br[C:2]1[CH:27]=[C:26]([Cl:28])[CH:25]=[CH:24][C:3]=1[O:4][C:5]([C:8]1[N:12]([CH3:13])[C:11]([C:14]2[CH:19]=[CH:18][CH:17]=[CH:16][C:15]=2[C:20]([F:23])([F:22])[F:21])=[N:10][N:9]=1)([CH3:7])[CH3:6].[CH3:29][S:30]([O-:32])=[O:31].[Na+].O.C(OCC)(=O)C. Product: [ClH:28].[Cl:28][C:26]1[CH:25]=[CH:24][C:3]([O:4][C:5]([C:8]2[N:12]([CH3:13])[C:11]([C:14]3[CH:19]=[CH:18][CH:17]=[CH:16][C:15]=3[C:20]([F:23])([F:22])[F:21])=[N:10][N:9]=2)([CH3:7])[CH3:6])=[C:2]([S:30]([CH3:29])(=[O:32])=[O:31])[CH:27]=1. The catalyst class is: 846.